From a dataset of Catalyst prediction with 721,799 reactions and 888 catalyst types from USPTO. Predict which catalyst facilitates the given reaction. (1) Reactant: [CH2:1]([O:8][C:9]1[CH:16]=[CH:15][C:14](Br)=[CH:13][C:10]=1[CH:11]=[O:12])[C:2]1[CH:7]=[CH:6][CH:5]=[CH:4][CH:3]=1.[Cu][C:19]#[N:20]. Product: [CH2:1]([O:8][C:9]1[CH:16]=[CH:15][C:14]([C:19]#[N:20])=[CH:13][C:10]=1[CH:11]=[O:12])[C:2]1[CH:7]=[CH:6][CH:5]=[CH:4][CH:3]=1. The catalyst class is: 9. (2) Reactant: [CH3:1][C@:2]([CH2:8][O:9][CH2:10][CH2:11][Si:12]([CH3:15])([CH3:14])[CH3:13])([CH:6]=[CH2:7])[C:3]([OH:5])=[O:4].Br[C:17]1[CH:26]=[C:25]2[C:20]([CH:21]=[CH:22][C:23]([C@H:27]([O:29][C:30](=[O:32])[CH3:31])[CH3:28])=[N:24]2)=[CH:19][CH:18]=1.C1(C)C=CC=CC=1P(C1C=CC=CC=1C)C1C=CC=CC=1C.C1(CNCC2CCCCC2)CCCCC1. Product: [C:30]([O:29][C@@H:27]([C:23]1[CH:22]=[CH:21][C:20]2[C:25](=[CH:26][C:17](/[CH:7]=[CH:6]/[C@:2]([CH3:1])([CH2:8][O:9][CH2:10][CH2:11][Si:12]([CH3:15])([CH3:13])[CH3:14])[C:3]([OH:5])=[O:4])=[CH:18][CH:19]=2)[N:24]=1)[CH3:28])(=[O:32])[CH3:31]. The catalyst class is: 160. (3) Reactant: [C:1]1([CH:7]=O)[CH:6]=[CH:5][CH:4]=[CH:3][CH:2]=1.[NH2:9][C:10]1[CH:15]=[CH:14][C:13]([CH2:16][CH2:17][CH:18]([CH2:23][CH2:24][CH2:25][C:26]2[CH:31]=[CH:30][CH:29]=[CH:28][CH:27]=2)[C:19]([O:21][CH3:22])=[O:20])=[CH:12][CH:11]=1.[BH-](OC(C)=O)(OC(C)=O)OC(C)=O.[Na+].O. Product: [CH2:7]([NH:9][C:10]1[CH:11]=[CH:12][C:13]([CH2:16][CH2:17][CH:18]([CH2:23][CH2:24][CH2:25][C:26]2[CH:27]=[CH:28][CH:29]=[CH:30][CH:31]=2)[C:19]([O:21][CH3:22])=[O:20])=[CH:14][CH:15]=1)[C:1]1[CH:6]=[CH:5][CH:4]=[CH:3][CH:2]=1. The catalyst class is: 344.